Dataset: Reaction yield outcomes from USPTO patents with 853,638 reactions. Task: Predict the reaction yield, written as a fraction of the theoretical maximum amount of product (1.0 means a 100% yield; for example, 0.34 means a 34% yield). (1) The reactants are Br[C:2]1[CH:3]=[C:4]2[C:9](=[CH:10][C:11]=1[O:12][CH3:13])[C:8]([CH3:15])([CH3:14])[C:7](=[O:16])[CH2:6][CH2:5]2.[CH3:17][CH:18](C1C=C(C(C)C)C(C2C=CC=CC=2P(C2CCCCC2)C2CCCCC2)=C(C(C)C)C=1)C.C[Si](C#C)(C)C. The catalyst is C(#N)C.C(OCC)(=O)C. The product is [C:17]([C:2]1[CH:3]=[C:4]2[C:9](=[CH:10][C:11]=1[O:12][CH3:13])[C:8]([CH3:15])([CH3:14])[C:7](=[O:16])[CH2:6][CH2:5]2)#[CH:18]. The yield is 0.430. (2) The reactants are [CH3:1][C:2]1([CH3:16])[C:11]2[C:6](=[CH:7][C:8]([NH:12]C(=O)C)=[CH:9][CH:10]=2)[O:5][CH2:4][CH2:3]1.[OH-].[Na+]. The catalyst is Cl. The product is [CH3:1][C:2]1([CH3:16])[C:11]2[C:6](=[CH:7][C:8]([NH2:12])=[CH:9][CH:10]=2)[O:5][CH2:4][CH2:3]1. The yield is 0.920. (3) The product is [Cl:1][C:2]1[C:7]([CH2:8][N:9]2[CH2:14][CH2:13][NH:12][C:11]3[N:15]=[CH:16][C:17]([C:19]4[CH:27]=[CH:26][C:22]([C:23]([N:36]5[CH2:37][CH2:38][CH:33]([N:28]6[CH2:32][CH2:31][CH2:30][CH2:29]6)[CH2:34][CH2:35]5)=[O:25])=[CH:21][CH:20]=4)=[CH:18][C:10]2=3)=[CH:6][CH:5]=[CH:4][N:3]=1. No catalyst specified. The reactants are [Cl:1][C:2]1[C:7]([CH2:8][N:9]2[CH2:14][CH2:13][NH:12][C:11]3[N:15]=[CH:16][C:17]([C:19]4[CH:27]=[CH:26][C:22]([C:23]([OH:25])=O)=[CH:21][CH:20]=4)=[CH:18][C:10]2=3)=[CH:6][CH:5]=[CH:4][N:3]=1.[N:28]1([CH:33]2[CH2:38][CH2:37][NH:36][CH2:35][CH2:34]2)[CH2:32][CH2:31][CH2:30][CH2:29]1. The yield is 0.200. (4) The reactants are [C:1]([O:5][C:6]([NH:8][CH2:9][CH2:10][CH2:11][CH2:12][C:13]1[CH:23]=[CH:22][C:16]([O:17][CH2:18][C:19]([OH:21])=O)=[CH:15][CH:14]=1)=[O:7])([CH3:4])([CH3:3])[CH3:2].C1C=NC2N(O)N=NC=2C=1.C(N(C(C)C)CC)(C)C.CCN=C=NCCCN(C)C.Cl.S(O)(O)(=O)=O.[NH2:60][C:61]1[NH:62][CH:63]=[CH:64][N:65]=1. The catalyst is C1COCC1.CN(C1C=CN=CC=1)C.CC#N.C(Cl)Cl. The product is [C:1]([O:5][C:6](=[O:7])[NH:8][CH2:9][CH2:10][CH2:11][CH2:12][C:13]1[CH:14]=[CH:15][C:16]([O:17][CH2:18][C:19](=[O:21])[NH:60][C:61]2[NH:62][CH:63]=[CH:64][N:65]=2)=[CH:22][CH:23]=1)([CH3:2])([CH3:3])[CH3:4]. The yield is 0.660. (5) The reactants are [O:1]=[C:2]1[C:11]2[C:6](=[CH:7][CH:8]=[CH:9][C:10]=2[C:12]([F:15])([F:14])[F:13])[NH:5][CH:4]=[C:3]1[C:16]([O:18]CC)=[O:17].[OH-].[Na+]. The catalyst is [Pd]. The product is [O:1]=[C:2]1[C:11]2[C:6](=[CH:7][CH:8]=[CH:9][C:10]=2[C:12]([F:15])([F:13])[F:14])[NH:5][CH:4]=[C:3]1[C:16]([OH:18])=[O:17]. The yield is 0.920. (6) The reactants are [CH2:1]([CH:8]([NH:31][C:32]([C:34]1[CH:43]=[N:42][C:41]2[C:36](=[CH:37][CH:38]=[CH:39][CH:40]=2)[N:35]=1)=[O:33])[CH:9]([O:23][Si](C(C)(C)C)(C)C)[CH2:10][CH:11]([C:18]1[O:19][CH:20]=[CH:21][N:22]=1)[CH2:12][CH2:13][C:14]([F:17])([CH3:16])[CH3:15])[C:2]1[CH:7]=[CH:6][CH:5]=[CH:4][CH:3]=1. The catalyst is O1CCCC1. The product is [CH2:1]([CH:8]([NH:31][C:32]([C:34]1[CH:43]=[N:42][C:41]2[C:36](=[CH:37][CH:38]=[CH:39][CH:40]=2)[N:35]=1)=[O:33])[CH:9]([OH:23])[CH2:10][CH:11]([C:18]1[O:19][CH:20]=[CH:21][N:22]=1)[CH2:12][CH2:13][C:14]([F:17])([CH3:16])[CH3:15])[C:2]1[CH:7]=[CH:6][CH:5]=[CH:4][CH:3]=1. The yield is 0.680.